From a dataset of Forward reaction prediction with 1.9M reactions from USPTO patents (1976-2016). Predict the product of the given reaction. (1) Given the reactants N1C=C(CC[NH:8][CH:9]2[C:18]3[N:17]=[CH:16][CH:15]=[CH:14][C:13]=3[CH2:12][CH2:11][CH2:10]2)N=C1.[CH3:19][C:20]1[C:21]([CH:27]=O)=[N:22][CH:23]=[C:24]([CH3:26])[CH:25]=1.[BH-](OC(C)=O)(OC(C)=O)OC(C)=O.[Na+], predict the reaction product. The product is: [CH3:19][C:20]1[C:21]([CH2:27][NH:8][CH:9]2[C:18]3[N:17]=[CH:16][CH:15]=[CH:14][C:13]=3[CH2:12][CH2:11][CH2:10]2)=[N:22][CH:23]=[C:24]([CH3:26])[CH:25]=1. (2) The product is: [C:1]([O:5][C:6](=[O:30])[NH:7][C@H:8]([C:10]1[N:19]([C:20]2[CH:25]=[CH:24][CH:23]=[C:22]([NH:26][C:44]([NH:42][CH2:39][CH2:40][CH2:35][OH:34])=[O:45])[CH:21]=2)[C:18](=[O:27])[C:17]2[C:12](=[C:13]([Cl:29])[CH:14]=[CH:15][C:16]=2[Cl:28])[N:11]=1)[CH3:9])([CH3:2])([CH3:3])[CH3:4]. Given the reactants [C:1]([O:5][C:6](=[O:30])[NH:7][C@H:8]([C:10]1[N:19]([C:20]2[CH:25]=[CH:24][CH:23]=[C:22]([NH2:26])[CH:21]=2)[C:18](=[O:27])[C:17]2[C:12](=[C:13]([Cl:29])[CH:14]=[CH:15][C:16]=2[Cl:28])[N:11]=1)[CH3:9])([CH3:4])([CH3:3])[CH3:2].ClC([O:34][C:35]1[CH:40]=[CH:39]C=CC=1)=O.C[N:42]([CH:44]=[O:45])C.NCCCO, predict the reaction product.